Dataset: Forward reaction prediction with 1.9M reactions from USPTO patents (1976-2016). Task: Predict the product of the given reaction. (1) Given the reactants C1(C2C=CC3=NN(C4C=C(C(CC(C)(C)C)(C)C)C=C(C5C=CC=CC=5)C=4O)N=C3C=2)C=CC=CC=1.[OH-].[Na+].[OH:39][C:40]1[C:45]([C:46]([C:49]2[CH:54]=[CH:53][CH:52]=[CH:51][CH:50]=2)([CH3:48])[CH3:47])=[CH:44][C:43]([C:55]([CH2:58][C:59]([CH3:62])([CH3:61])[CH3:60])([CH3:57])[CH3:56])=[CH:42][C:41]=1[N:63]=[N:64][C:65]1[CH:70]=[CH:69][C:68]([C:71]2[CH:76]=[CH:75][CH:74]=[CH:73][CH:72]=2)=[CH:67][C:66]=1[N+:77]([O-])=O, predict the reaction product. The product is: [C:71]1([C:68]2[CH:69]=[CH:70][C:65]3=[N:64][N:63]([C:41]4[CH:42]=[C:43]([C:55]([CH2:58][C:59]([CH3:62])([CH3:61])[CH3:60])([CH3:57])[CH3:56])[CH:44]=[C:45]([C:46]([C:49]5[CH:54]=[CH:53][CH:52]=[CH:51][CH:50]=5)([CH3:48])[CH3:47])[C:40]=4[OH:39])[N:77]=[C:66]3[CH:67]=2)[CH:76]=[CH:75][CH:74]=[CH:73][CH:72]=1. (2) Given the reactants [CH3:1][C@@H:2]1[CH2:6][C@@H:5]([CH:7]2[CH2:9][N@@:8]2[S:10]([C:13]2[CH:18]=[CH:17][CH:16]=[CH:15][C:14]=2[N+:19]([O-:21])=[O:20])(=[O:12])=[O:11])[O:4][C:3]1=[O:22].[CH3:23][C:24]1([CH3:38])[CH2:29][N:28]([C:30]2[CH:35]=[CH:34][CH:33]=[CH:32][C:31]=2[CH3:36])[C:27](=[O:37])[CH2:26][NH:25]1, predict the reaction product. The product is: [CH3:23][C:24]1([CH3:38])[CH2:29][N:28]([C:30]2[CH:35]=[CH:34][CH:33]=[CH:32][C:31]=2[CH3:36])[C:27](=[O:37])[CH2:26][N:25]1[CH2:9][C@H:7]([NH:8][S:10]([C:13]1[CH:18]=[CH:17][CH:16]=[CH:15][C:14]=1[N+:19]([O-:21])=[O:20])(=[O:12])=[O:11])[C@@H:5]1[CH2:6][C@@H:2]([CH3:1])[C:3](=[O:22])[O:4]1. (3) Given the reactants [F:1][C:2]1[C:7]([O:8][CH3:9])=[CH:6][C:5]([O:10][CH3:11])=[C:4]([F:12])[C:3]=1[N:13]1[CH2:22][C:21]2[C:16](=[N:17][C:18]([S:23]([CH3:25])=[O:24])=[N:19][CH:20]=2)[N:15]([CH2:26][CH3:27])[C:14]1=[O:28].[NH2:29][CH2:30][CH2:31][CH2:32][N:33]([CH2:37][CH2:38][OH:39])[CH2:34][CH2:35][OH:36], predict the reaction product. The product is: [F:12][C:4]1[C:5]([O:10][CH3:11])=[CH:6][C:7]([O:8][CH3:9])=[C:2]([F:1])[C:3]=1[N:13]1[CH2:22][C:21]2[C:16](=[N:17][C:18]([S:23]([CH3:25])=[O:24])=[N:19][CH:20]=2)[N:15]([CH2:26][CH3:27])[C:14]1=[O:28].[OH:39][CH2:38][CH2:37][N:33]([CH2:34][CH2:35][OH:36])[CH2:32][CH2:31][CH2:30][NH:29][C:18]1[N:17]=[C:16]2[N:15]([CH2:26][CH3:27])[C:14](=[O:28])[N:13]([C:3]3[C:2]([F:1])=[C:7]([O:8][CH3:9])[CH:6]=[C:5]([O:10][CH3:11])[C:4]=3[F:12])[CH2:22][C:21]2=[CH:20][N:19]=1. (4) Given the reactants Cl[C:2]([C:4]1[CH:13]=[CH:12][C:7]([C:8]([O:10]C)=[O:9])=[CH:6][CH:5]=1)=[O:3].[CH2:14]([N:16](CC)[CH2:17][CH3:18])[CH3:15].N1CCCC1, predict the reaction product. The product is: [N:16]1([C:2]([C:4]2[CH:13]=[CH:12][C:7]([C:8]([OH:10])=[O:9])=[CH:6][CH:5]=2)=[O:3])[CH2:17][CH2:18][CH2:15][CH2:14]1. (5) Given the reactants Br[C:2]1[CH:7]=[CH:6][C:5]([CH:8]([O:11][CH3:12])[O:9][CH3:10])=[C:4]([F:13])[CH:3]=1.C([Li])CCC.CN(C)[CH:21]=[O:22].O, predict the reaction product. The product is: [CH3:10][O:9][CH:8]([O:11][CH3:12])[C:5]1[CH:6]=[CH:7][C:2]([CH:21]=[O:22])=[CH:3][C:4]=1[F:13].